The task is: Predict the reactants needed to synthesize the given product.. This data is from Full USPTO retrosynthesis dataset with 1.9M reactions from patents (1976-2016). Given the product [OH:6][C@H:5]([CH2:4][OH:3])[CH2:7][O:8][NH:9][C:10]([C:12]1[S:20][C:19]2[CH:18]=[CH:17][N:16]=[CH:15][C:14]=2[C:13]=1[NH:21][C:22]1[CH:27]=[CH:26][C:25]([Br:28])=[CH:24][C:23]=1[F:29])=[O:11], predict the reactants needed to synthesize it. The reactants are: CC1(C)[O:6][C@@H:5]([CH2:7][O:8][NH:9][C:10]([C:12]2[S:20][C:19]3[CH:18]=[CH:17][N:16]=[CH:15][C:14]=3[C:13]=2[NH:21][C:22]2[CH:27]=[CH:26][C:25]([Br:28])=[CH:24][C:23]=2[F:29])=[O:11])[CH2:4][O:3]1.